This data is from Forward reaction prediction with 1.9M reactions from USPTO patents (1976-2016). The task is: Predict the product of the given reaction. (1) Given the reactants Cl[CH2:2][C:3]([N:5]1[CH2:10][CH2:9][N:8]([CH3:11])[CH2:7][CH2:6]1)=[O:4].C(=O)([O-])[O-].[K+].[K+].[C:18]([NH:22][C:23]([C:25]1[C:33]2[C:28](=[N:29][CH:30]=[C:31]([C:34]3[C:42]4[C:37](=[CH:38][CH:39]=[C:40]([O:43][CH:44]([F:46])[F:45])[CH:41]=4)[NH:36][N:35]=3)[N:32]=2)[N:27]([CH2:47][O:48][CH2:49][CH2:50][Si:51]([CH3:54])([CH3:53])[CH3:52])[CH:26]=1)=[O:24])([CH3:21])([CH3:20])[CH3:19], predict the reaction product. The product is: [C:18]([NH:22][C:23]([C:25]1[C:33]2[C:28](=[N:29][CH:30]=[C:31]([C:34]3[C:42]4[C:37](=[CH:38][CH:39]=[C:40]([O:43][CH:44]([F:45])[F:46])[CH:41]=4)[N:36]([CH2:2][C:3]([N:5]4[CH2:10][CH2:9][N:8]([CH3:11])[CH2:7][CH2:6]4)=[O:4])[N:35]=3)[N:32]=2)[N:27]([CH2:47][O:48][CH2:49][CH2:50][Si:51]([CH3:54])([CH3:53])[CH3:52])[CH:26]=1)=[O:24])([CH3:21])([CH3:20])[CH3:19]. (2) Given the reactants [C:1]([N:4]1[CH2:8][CH2:7][CH2:6][C@H:5]1[C:9]([O:11][C:12]([CH3:15])([CH3:14])[CH3:13])=[O:10])(=[S:3])[NH2:2].C([O-])(=O)C.[Na+].Br[CH:22]([CH:25]=O)[CH:23]=[O:24], predict the reaction product. The product is: [CH:23]([C:22]1[S:3][C:1]([N:4]2[CH2:8][CH2:7][CH2:6][C@H:5]2[C:9]([O:11][C:12]([CH3:15])([CH3:14])[CH3:13])=[O:10])=[N:2][CH:25]=1)=[O:24].